Dataset: Forward reaction prediction with 1.9M reactions from USPTO patents (1976-2016). Task: Predict the product of the given reaction. (1) Given the reactants [Cl:1][C:2]1[CH:12]=[C:11]([F:13])[C:10]([F:14])=[CH:9][C:3]=1[C:4]([N:6]=[C:7]=[O:8])=[O:5].[NH2:15][C:16]1[CH:21]=[CH:20][CH:19]=[CH:18][C:17]=1[CH:22]=[CH:23][C:24]([OH:26])=[O:25], predict the reaction product. The product is: [Cl:1][C:2]1[CH:12]=[C:11]([F:13])[C:10]([F:14])=[CH:9][C:3]=1[C:4]([NH:6][C:7](=[O:8])[NH:15][C:16]1[CH:21]=[CH:20][CH:19]=[CH:18][C:17]=1[CH:22]=[CH:23][C:24]([OH:26])=[O:25])=[O:5]. (2) Given the reactants C(OC(=O)CC(N1C=CC(C2C=CC=CC=2)=C1)C(NC1CC2=CN(C3C2=CC=CC=3)CCOCCNC1=O)=O)C1C=CC=CC=1.CO[CH:48]1[CH:52]([CH2:53][C:54]([O:56][CH3:57])=[O:55])[CH2:51][CH:50](OC)O1.[F:60][C:61]1[CH:67]=[CH:66][C:64]([NH2:65])=[CH:63][CH:62]=1.FC(F)(F)C(O)=O, predict the reaction product. The product is: [CH3:57][O:56][C:54](=[O:55])[CH2:53][C:52]1[CH:51]=[CH:50][N:65]([C:64]2[CH:66]=[CH:67][C:61]([F:60])=[CH:62][CH:63]=2)[CH:48]=1. (3) Given the reactants [C:1]1(=O)[CH2:5][CH2:4][C:3](=[O:6])[CH2:2]1.[F:8][C:9]([F:18])([F:17])[C:10]1[CH:15]=[C:14]([NH2:16])[CH:13]=[CH:12][N:11]=1.C(O)(=O)C, predict the reaction product. The product is: [F:18][C:9]([F:8])([F:17])[C:10]1[CH:15]=[C:14]([NH:16][C:1]2[CH2:5][CH2:4][C:3](=[O:6])[CH:2]=2)[CH:13]=[CH:12][N:11]=1. (4) The product is: [OH:12][C@H:11]([C:13]1[CH:18]=[CH:17][C:16]([OH:19])=[CH:15][CH:14]=1)[C@@H:10]([NH:9][CH2:8][CH2:7][O:6][C:5]1[C:21]([CH3:23])=[CH:22][C:2]([C:36]2[CH:35]=[CH:34][C:28]([O:29][CH2:30][C:31]([OH:33])=[O:32])=[CH:27][C:26]=2[CH3:25])=[CH:3][C:4]=1[CH3:24])[CH3:20]. Given the reactants Br[C:2]1[CH:22]=[C:21]([CH3:23])[C:5]([O:6][CH2:7][CH2:8][NH:9][C@@H:10]([CH3:20])[C@@H:11]([C:13]2[CH:18]=[CH:17][C:16]([OH:19])=[CH:15][CH:14]=2)[OH:12])=[C:4]([CH3:24])[CH:3]=1.[CH3:25][C:26]1[CH:27]=[C:28]([CH:34]=[CH:35][C:36]=1B1OC(C)(C)C(C)(C)O1)[O:29][CH2:30][C:31]([OH:33])=[O:32].[F-].[Cs+].O1CCOCC1, predict the reaction product. (5) Given the reactants [Cl:1][C:2]1[C:3]([CH3:35])=[C:4]([N:8]([CH2:22][C:23]([NH:25][CH2:26][C:27]2[CH:32]=[CH:31][C:30]([O:33][CH3:34])=[CH:29][CH:28]=2)=[O:24])[S:9]([C:12]2[CH:21]=[CH:20][C:15]([C:16]([O:18]C)=[O:17])=[CH:14][CH:13]=2)(=[O:11])=[O:10])[CH:5]=[CH:6][CH:7]=1.[OH-].[Na+].Cl, predict the reaction product. The product is: [Cl:1][C:2]1[C:3]([CH3:35])=[C:4]([N:8]([CH2:22][C:23]([NH:25][CH2:26][C:27]2[CH:28]=[CH:29][C:30]([O:33][CH3:34])=[CH:31][CH:32]=2)=[O:24])[S:9]([C:12]2[CH:21]=[CH:20][C:15]([C:16]([OH:18])=[O:17])=[CH:14][CH:13]=2)(=[O:11])=[O:10])[CH:5]=[CH:6][CH:7]=1. (6) Given the reactants [CH:1]1([N:6]2[CH2:12][C:11]([F:14])([F:13])[C:10](=[O:15])[N:9]([CH3:16])[C:8]3[CH:17]=[N:18][C:19]([NH:21][C:22]4[CH:30]=[CH:29][C:25]([C:26]([OH:28])=O)=[CH:24][C:23]=4[O:31][CH3:32])=[N:20][C:7]2=3)[CH2:5][CH2:4][CH2:3][CH2:2]1.F[P-](F)(F)(F)(F)F.CN(C(N(C)C)=[N+]1C2C(=NC=CC=2)[N+]([O-])=N1)C.[N:57]1([CH2:63][CH2:64][CH2:65][NH2:66])[CH2:62][CH2:61][CH2:60][CH2:59][CH2:58]1.[OH-].[Na+], predict the reaction product. The product is: [CH:1]1([N:6]2[CH2:12][C:11]([F:13])([F:14])[C:10](=[O:15])[N:9]([CH3:16])[C:8]3[CH:17]=[N:18][C:19]([NH:21][C:22]4[CH:30]=[CH:29][C:25]([C:26]([NH:66][CH2:65][CH2:64][CH2:63][N:57]5[CH2:62][CH2:61][CH2:60][CH2:59][CH2:58]5)=[O:28])=[CH:24][C:23]=4[O:31][CH3:32])=[N:20][C:7]2=3)[CH2:2][CH2:3][CH2:4][CH2:5]1. (7) Given the reactants [Br:1][C:2]1[CH:7]=[CH:6][C:5]([OH:8])=[CH:4][N:3]=1.[H-].[Na+].Br[CH2:12][CH:13]([CH3:15])[CH3:14].O, predict the reaction product. The product is: [Br:1][C:2]1[CH:7]=[CH:6][C:5]([O:8][CH2:12][CH:13]([CH3:15])[CH3:14])=[CH:4][N:3]=1.